From a dataset of Full USPTO retrosynthesis dataset with 1.9M reactions from patents (1976-2016). Predict the reactants needed to synthesize the given product. (1) Given the product [C:1]([O:24][C@@H:22]1[CH2:23][C@H:19]([C:17]2[N:13]3[C:14]4[C:6]([Cl:5])=[CH:7][N:8]([S:32]([C:35]5[CH:41]=[CH:40][C:38]([CH3:39])=[CH:37][CH:36]=5)(=[O:33])=[O:34])[C:9]=4[N:10]=[CH:11][C:12]3=[CH:15][N:16]=2)[N:20]([C:25](=[O:26])[CH3:42])[CH2:21]1)(=[O:2])[CH3:3], predict the reactants needed to synthesize it. The reactants are: [C:1](Cl)([CH3:3])=[O:2].[Cl:5][C:6]1[C:14]2[C:9](=[N:10][CH:11]=[C:12]([CH2:15][NH:16][C:17]([C@H:19]3[CH2:23][C@@H:22]([OH:24])[CH2:21][N:20]3[C:25](OC(C)(C)C)=[O:26])=O)[N:13]=2)[N:8]([S:32]([C:35]2[CH:41]=[CH:40][C:38]([CH3:39])=[CH:37][CH:36]=2)(=[O:34])=[O:33])[CH:7]=1.[CH3:42]O. (2) Given the product [CH3:11][C:10]([CH3:13])([CH3:12])[CH2:1][O:2][CH:3]([O:7][CH2:8][C:10]([CH3:13])([CH3:12])[CH3:11])[C:4](=[O:6])[CH3:5], predict the reactants needed to synthesize it. The reactants are: [CH3:1][O:2][CH:3]([O:7][CH3:8])[C:4](=[O:6])[CH3:5].C(O)[C:10]([CH3:13])([CH3:12])[CH3:11]. (3) Given the product [Cl:9][Si:10]([Cl:12])([Cl:11])[CH2:3][CH2:2][CH2:1][C:4]1[S:5][CH:6]=[CH:7][CH:8]=1, predict the reactants needed to synthesize it. The reactants are: [CH2:1]([C:4]1[S:5][CH:6]=[CH:7][CH:8]=1)[CH:2]=[CH2:3].[Cl:9][SiH:10]([Cl:12])[Cl:11]. (4) Given the product [Cl:1][S:2]([C:5]1[CH:6]=[CH:7][C:8]([C:9]([O:11][CH3:14])=[O:10])=[CH:12][CH:13]=1)(=[O:4])=[O:3], predict the reactants needed to synthesize it. The reactants are: [Cl:1][S:2]([C:5]1[CH:13]=[CH:12][C:8]([C:9]([OH:11])=[O:10])=[CH:7][CH:6]=1)(=[O:4])=[O:3].[CH2:14](Cl)Cl.